This data is from Drug-target binding data from BindingDB using IC50 measurements. The task is: Regression. Given a target protein amino acid sequence and a drug SMILES string, predict the binding affinity score between them. We predict pIC50 (pIC50 = -log10(IC50 in M); higher means more potent). Dataset: bindingdb_ic50. (1) The small molecule is N=C(CCl)NCCC[C@H](NC(=O)c1ccc(-c2ccccc2)cc1)C(=O)NCc1ccccc1. The pIC50 is 4.7. The target protein (Q6TGC4) has sequence MVSVEGRAMSFQSIIHLSLDSPVHAVCVLGTEICLDLSGCAPQKCQCFTIHGSGRVLIDVANTVISEKEDATIWWPLSDPTYATVKMTSPSPSVDADKVSVTYYGPNEDAPVGTAVLYLTGIEVSLEVDIYRNGQVEMSSDKQAKKKWIWGPSGWGAILLVNCNPADVGQQLEDKKTKKVIFSEEITNLSQMTLNVQGPSCILKKYRLVLHTSKEESKKARVYWPQKDNSSTFELVLGPDQHAYTLALLGNHLKETFYVEAIAFPSAEFSGLISYSVSLVEESQDPSIPETVLYKDTVVFRVAPCVFIPCTQVPLEVYLCRELQLQGFVDTVTKLSEKSNSQVASVYEDPNRLGRWLQDEMAFCYTQAPHKTTSLILDTPQAADLDEFPMKYSLSPGIGYMIQDTEDHKVASMDSIGNLMVSPPVKVQGKEYPLGRVLIGSSFYPSAEGRAMSKTLRDFLYAQQVQAPVELYSDWLMTGHVDEFMCFIPTDDKNEGKKGF.... (2) The small molecule is CSc1nc2c(c(Nc3ccc4c(c3)N(C)CCC4(C)C)n1)CCN(c1ncccc1C(F)(F)F)CC2. The target protein (O35433) has sequence MEQRASLDSEESESPPQENSCLDPPDRDPNCKPPPVKPHIFTTRSRTRLFGKGDSEEASPLDCPYEEGGLASCPIITVSSVLTIQRPGDGPASVRPSSQDSVSAGEKPPRLYDRRSIFDAVAQSNCQELESLLPFLQRSKKRLTDSEFKDPETGKTCLLKAMLNLHNGQNDTIALLLDVARKTDSLKQFVNASYTDSYYKGQTALHIAIERRNMTLVTLLVENGADVQAAANGDFFKKTKGRPGFYFGELPLSLAACTNQLAIVKFLLQNSWQPADISARDSVGNTVLHALVEVADNTVDNTKFVTSMYNEILILGAKLHPTLKLEEITNRKGLTPLALAASSGKIGVLAYILQREIHEPECRHLSRKFTEWAYGPVHSSLYDLSCIDTCEKNSVLEVIAYSSSETPNRHDMLLVEPLNRLLQDKWDRFVKRIFYFNFFVYCLYMIIFTAAAYYRPVEGLPPYKLKNTVGDYFRVTGEILSVSGGVYFFFRGIQYFLQRR.... The pIC50 is 6.5. (3) The drug is CCOC(=O)[C@@H]1CCCC[C@@H]1N(C)CCC=C(c1sccc1C)c1sccc1C. The target protein (P31649) has sequence MENRASGTTSNGETKPVCPAMEKVEEDGTLEREHWNNKMEFVLSVAGEIIGLGNVWRFPYLCYKNGGGAFFIPYLIFLFTCGIPVFFLETALGQYTNQGGITAWRRICPIFEGIGYASQMIVSLLNVYYIVVLAWALFYLFSSFTTDLPWGSCSHEWNTENCVEFQKANDSMNVTSENATSPVIEFWERRVLKLSDGIQHLGSLRWELVLCLLLAWIICYFCIWKGVKSTGKVVYFTATFPYLMLVVLLIRGVTLPGAAQGIQFYLYPNITRLWDPQVWMDAGTQIFFSFAICLGCLTALGSYNKYHNNCYRDCIALCILNSSTSFMAGFAIFSILGFMSQEQGVPISEVAESGPGLAFIAYPRAVVMLPFSPLWACCFFFMVVLLGLDSQFVCVESLVTALVDMYPRVFRKKNRREVLILIVSVISFFIGLIMLTEGGMYVFQLFDYYAASGMCLLFVAIFESLCVAWVYGAGRFYDNIEDMIGYKPWPLIKYCWLFFT.... The pIC50 is 3.2. (4) The drug is CN([C@@H]1CCc2c(CC(=O)O)c3ccccn3c2C1)S(=O)(=O)c1ccc(F)cc1. The target protein (P43119) has sequence MADSCRNLTYVRGSVGPATSTLMFVAGVVGNGLALGILSARRPARPSAFAVLVTGLAATDLLGTSFLSPAVFVAYARNSSLLGLARGGPALCDAFAFAMTFFGLASMLILFAMAVERCLALSHPYLYAQLDGPRCARLALPAIYAFCVLFCALPLLGLGQHQQYCPGSWCFLRMRWAQPGGAAFSLAYAGLVALLVAAIFLCNGSVTLSLCRMYRQQKRHQGSLGPRPRTGEDEVDHLILLALMTVVMAVCSLPLTIRCFTQAVAPDSSSEMGDLLAFRFYAFNPILDPWVFILFRKAVFQRLKLWVCCLCLGPAHGDSQTPLSQLASGRRDPRAPSAPVGKEGSCVPLSAWGEGQVEPLPPTQQSSGSAVGTSSKAEASVACSLC. The pIC50 is 4.0. (5) The drug is O=C(NO)c1cccc(O)c1. The target protein (B2RXH2) has sequence MKSVHSSPQNTSHTIMTFYPTMEEFADFNTYVAYMESQGAHQAGLAKVIPPKEWKARQMYDDIEDILIATPLQQVTSGQGGVFTQYHKKKKAMRVGQYRRLANSKKYQTPPHQNFADLEQRYWKSHPGNPPIYGADISGSLFEESTKQWNLGHLGTILDLLEQECGVVIEGVNTPYLYFGMWKTTFAWHTEDMDLYSINYLHFGEPKTWYVVPPEHGQHLERLARELFPDISRGCEAFLRHKVALISPTVLKENGIPFNCMTQEAGEFMVTFPYGYHAGFNHGFNCAEAINFATPRWIDYGKMASQCSCGESTVTFSMDPFVRIVQPESYELWKHRQDLAIVEHTEPRVAESQELSNWRDDIVLRRAALGLRLLPNLTAQCPTQPVSSGHCYNPKGCGTDAVPGSAFQSSAYHTQTQSLTLGMSARVLLPSTGSWGSGRGRGRGQGQGRGCSRGRGHGCCTRELGTEEPTVQPASKRRLLMGTRSRAQGHRPQLPLANDL.... The pIC50 is 5.3.